From a dataset of Catalyst prediction with 721,799 reactions and 888 catalyst types from USPTO. Predict which catalyst facilitates the given reaction. The catalyst class is: 264. Reactant: [F:1][C:2]1[CH:28]=[CH:27][CH:26]=[C:25]([F:29])[C:3]=1[C:4]([NH:6][C:7]([NH:9][C:10]1[CH:15]=[CH:14][C:13]([S:16][C:17]([F:23])([F:22])[C:18]([F:21])([F:20])[F:19])=[CH:12][C:11]=1[F:24])=[O:8])=[O:5].[H-].[Na+].Cl[CH:33]([O:35][CH:36](Cl)Cl)Cl.[Cl-].[NH4+]. Product: [F:1][C:2]1[CH:28]=[CH:27][CH:26]=[C:25]([F:29])[C:3]=1[C:4]([N:6]1[C:7](=[O:8])[N:9]([C:10]2[CH:15]=[CH:14][C:13]([S:16][C:17]([F:22])([F:23])[C:18]([F:20])([F:19])[F:21])=[CH:12][C:11]=2[F:24])[CH2:36][O:35][CH2:33]1)=[O:5].